From a dataset of Forward reaction prediction with 1.9M reactions from USPTO patents (1976-2016). Predict the product of the given reaction. (1) Given the reactants Cl.[F:2][C:3]1[CH:8]=[C:7]([S:9](=[O:12])(=[O:11])[NH2:10])[CH:6]=[CH:5][C:4]=1[NH:13][NH2:14].[F:15][C:16]([F:35])([F:34])[C:17](=O)[CH2:18][C:19]([C:21]1[CH:26]=[CH:25][C:24]([C:27]2[N:28]=[CH:29][S:30][CH:31]=2)=[C:23]([CH3:32])[CH:22]=1)=O, predict the reaction product. The product is: [F:2][C:3]1[CH:8]=[C:7]([S:9]([NH2:10])(=[O:12])=[O:11])[CH:6]=[CH:5][C:4]=1[N:13]1[C:19]([C:21]2[CH:26]=[CH:25][C:24]([C:27]3[N:28]=[CH:29][S:30][CH:31]=3)=[C:23]([CH3:32])[CH:22]=2)=[CH:18][C:17]([C:16]([F:35])([F:34])[F:15])=[N:14]1. (2) Given the reactants [NH2:1][CH2:2][C:3]([CH3:10])([CH3:9])[C:4]([O:6][CH2:7][CH3:8])=[O:5].[CH2:11]([N:18]=[C:19]=[O:20])[C:12]1[CH:17]=[CH:16][CH:15]=[CH:14][CH:13]=1, predict the reaction product. The product is: [CH2:11]([NH:18][C:19](=[O:20])[NH:1][CH2:2][C:3]([CH3:10])([CH3:9])[C:4]([O:6][CH2:7][CH3:8])=[O:5])[C:12]1[CH:17]=[CH:16][CH:15]=[CH:14][CH:13]=1. (3) Given the reactants [CH3:1][O:2][C:3]1[CH:8]=[C:7]([CH3:9])[C:6]([C:10]2[C:11]([OH:18])=[CH:12][CH:13]=[C:14]([O:16][CH3:17])[CH:15]=2)=[CH:5][C:4]=1[OH:19].C(N([CH2:25][CH3:26])CC)C.Cl[P:28]1[O:34][C:33]2[CH:35]=[CH:36][CH:37]=[CH:38][C:32]=2[C:31]2[CH:39]=[CH:40][CH:41]=[CH:42][C:30]=2[O:29]1, predict the reaction product. The product is: [CH3:1][O:2][C:3]1[CH:8]=[C:7]([CH3:9])[C:6]([C:10]2[CH:15]=[C:14]([O:16][CH3:17])[CH:13]=[CH:12][C:11]=2[O:18][P:28]2[O:34][C:33]3[CH:35]=[CH:36][CH:37]=[CH:38][C:32]=3[C:31]3[CH:39]=[CH:40][CH:41]=[CH:42][C:30]=3[O:29]2)=[CH:5][C:4]=1[O:19][P:28]1[O:29][C:30]2[CH:42]=[CH:41][CH:40]=[CH:39][C:31]=2[C:32]2[CH:33]=[CH:35][CH:36]=[CH:25][C:26]=2[O:34]1. (4) Given the reactants [CH:1]([S:3]([NH:6][C:7]1[CH:8]=[C:9]2[C:14](=[CH:15][CH:16]=1)[CH2:13][N:12]([C:17]([O:19][C:20]([CH3:23])([CH3:22])[CH3:21])=[O:18])[CH2:11][CH2:10]2)(=[O:5])=[O:4])=[CH2:2].[CH3:24][CH:25]([CH3:27])[O-:26].[Na+].[Cl-].[NH4+], predict the reaction product. The product is: [CH:25]([O:26][CH2:2][CH2:1][S:3]([NH:6][C:7]1[CH:8]=[C:9]2[C:14](=[CH:15][CH:16]=1)[CH2:13][N:12]([C:17]([O:19][C:20]([CH3:23])([CH3:22])[CH3:21])=[O:18])[CH2:11][CH2:10]2)(=[O:5])=[O:4])([CH3:27])[CH3:24]. (5) Given the reactants [Br-].[F:2][C:3]1[CH:8]=[CH:7][C:6]([C:9]2[CH:14]=[CH:13][N+:12]([CH3:15])=[CH:11][C:10]=2[CH:16]=[O:17])=[CH:5][CH:4]=1, predict the reaction product. The product is: [F:2][C:3]1[CH:8]=[CH:7][C:6]([CH:9]2[CH2:14][CH2:13][N:12]([CH3:15])[CH2:11][CH:10]2[CH2:16][OH:17])=[CH:5][CH:4]=1. (6) Given the reactants [F:1][C:2]1[CH:7]=[CH:6][CH:5]=[C:4]([F:8])[C:3]=1[C:9]1[N:14]=[C:13]([C:15]([OH:17])=O)[CH:12]=[CH:11][C:10]=1[F:18].[NH2:19][C:20]1[C:21]([N:29]2[CH2:34][CH2:33][CH2:32][C@H:31]([NH:35]C(=O)OC(C)(C)C)[CH2:30]2)=[C:22]2[CH2:28][CH2:27][O:26][C:23]2=[N:24][CH:25]=1.CN(C(ON1N=NC2C=CC=NC1=2)=[N+](C)C)C.F[P-](F)(F)(F)(F)F.CCN(C(C)C)C(C)C, predict the reaction product. The product is: [NH2:35][C@H:31]1[CH2:32][CH2:33][CH2:34][N:29]([C:21]2[C:20]([NH:19][C:15]([C:13]3[CH:12]=[CH:11][C:10]([F:18])=[C:9]([C:3]4[C:4]([F:8])=[CH:5][CH:6]=[CH:7][C:2]=4[F:1])[N:14]=3)=[O:17])=[CH:25][N:24]=[C:23]3[O:26][CH2:27][CH2:28][C:22]=23)[CH2:30]1. (7) Given the reactants [Br:1][C:2]1[CH:7]=[CH:6][CH:5]=[C:4]([Br:8])[C:3]=1[C:9]1[CH:14]=[CH:13][CH:12]=[CH:11][C:10]=1[Br:15].C1(C2C=CC=CC=2)C=CC=CC=1.[Br:28]C1C=CC=C(Br)C=1I, predict the reaction product. The product is: [Br:1][C:2]1[CH:7]=[CH:6][CH:5]=[C:4]([Br:8])[C:3]=1[C:9]1[C:14]([Br:28])=[CH:13][CH:12]=[CH:11][C:10]=1[Br:15].